From a dataset of Reaction yield outcomes from USPTO patents with 853,638 reactions. Predict the reaction yield, written as a fraction of the theoretical maximum amount of product (1.0 means a 100% yield; for example, 0.34 means a 34% yield). (1) The reactants are [NH2:1][C:2]1[CH:7]=[CH:6][CH:5]=[C:4]([NH2:8])[C:3]=1[NH:9][CH2:10][CH2:11][CH2:12][NH:13][C:14](=[O:20])[O:15][C:16]([CH3:19])([CH3:18])[CH3:17].Cl.[Cl:22][C:23]1[CH:28]=[C:27]([Cl:29])[CH:26]=[CH:25][C:24]=1[CH:30]([OH:35])[C:31](=N)OC. The catalyst is C(O)C.O. The product is [NH2:1][C:2]1[C:3]2[N:9]([CH2:10][CH2:11][CH2:12][NH:13][C:14](=[O:20])[O:15][C:16]([CH3:17])([CH3:19])[CH3:18])[C:31]([CH:30]([C:24]3[CH:25]=[CH:26][C:27]([Cl:29])=[CH:28][C:23]=3[Cl:22])[OH:35])=[N:8][C:4]=2[CH:5]=[CH:6][CH:7]=1. The yield is 0.850. (2) The reactants are C(O[CH:5]1[CH2:9][O:8][C@@H:7]([CH2:10][O:11][C:12](=[O:19])[C:13]2[CH:18]=[CH:17][CH:16]=[CH:15][CH:14]=2)[O:6]1)(=O)C.[Si](I)(C)(C)C.C[Si](N[Si](C)(C)C)(C)C.[NH2:34][C:35]1[N:43]=[C:42]2[C:38]([NH:39][CH:40]=[N:41]2)=[C:37]([NH:44][CH:45]2[CH2:47][CH2:46]2)[N:36]=1.C(=O)(O)[O-].[Na+]. The catalyst is ClC(Cl)C. The product is [C:12]([OH:19])(=[O:11])[C:13]1[CH:18]=[CH:17][CH:16]=[CH:15][CH:14]=1.[NH2:34][C:35]1[N:43]=[C:42]2[C:38]([N:39]=[CH:40][N:41]2[CH:5]2[CH2:9][O:8][C@@H:7]([CH2:10][O:11][C:12](=[O:19])[C:13]3[CH:14]=[CH:15][CH:16]=[CH:17][CH:18]=3)[O:6]2)=[C:37]([NH:44][CH:45]2[CH2:47][CH2:46]2)[N:36]=1.[CH:13]1([NH:34][C:35]2[N:43]=[C:42]3[C:38]([NH:39][CH:40]=[N:41]3)=[CH:37][N:36]=2)[CH2:12][CH2:18]1. The yield is 0.270.